This data is from Full USPTO retrosynthesis dataset with 1.9M reactions from patents (1976-2016). The task is: Predict the reactants needed to synthesize the given product. (1) Given the product [CH3:10][O:9][CH2:8][C:5]1[CH:6]=[CH:7][C:2]([C:17]2([OH:16])[CH2:22][CH2:21][NH:20][CH2:19][CH2:18]2)=[CH:3][CH:4]=1, predict the reactants needed to synthesize it. The reactants are: Br[C:2]1[CH:7]=[CH:6][C:5]([CH2:8][O:9][CH3:10])=[CH:4][CH:3]=1.C([Li])CCC.[O:16]=[C:17]1[CH2:22][CH2:21][N:20](C(OCC)=O)[CH2:19][CH2:18]1.[Cl-].[NH4+].[OH-].[K+]. (2) Given the product [Cl:26][C:24]1[CH:23]=[CH:22][C:4]2[N:5]([CH3:21])[C:6](=[O:20])[CH:7]([CH2:9][C:10]3[CH:15]=[CH:14][C:13]([CH2:16][CH3:17])=[C:12]([CH2:18][CH3:19])[CH:11]=3)[N:8]=[C:2]([C:31]3[CH:32]=[CH:33][C:28]([F:27])=[CH:29][CH:30]=3)[C:3]=2[CH:25]=1, predict the reactants needed to synthesize it. The reactants are: Cl[C:2]1[C:3]2[CH:25]=[C:24]([Cl:26])[CH:23]=[CH:22][C:4]=2[N:5]([CH3:21])[C:6](=[O:20])[CH:7]([CH2:9][C:10]2[CH:15]=[CH:14][C:13]([CH2:16][CH3:17])=[C:12]([CH2:18][CH3:19])[CH:11]=2)[N:8]=1.[F:27][C:28]1[CH:33]=[CH:32][C:31](B(O)O)=[CH:30][CH:29]=1.C1C=CC(P(C2C=CC=CC=2)C2C=CC=CC=2)=CC=1.C([O-])([O-])=O.[Cs+].[Cs+].